Dataset: Cav3 T-type calcium channel HTS with 100,875 compounds. Task: Binary Classification. Given a drug SMILES string, predict its activity (active/inactive) in a high-throughput screening assay against a specified biological target. (1) The drug is n12C(N(c3c(c1nc1c2cccc1)cccc3)Cc1ccccc1)c1ncccc1. The result is 1 (active). (2) The molecule is s1c2c(nc1C(=O)NCCO)cccc2. The result is 0 (inactive).